Dataset: Full USPTO retrosynthesis dataset with 1.9M reactions from patents (1976-2016). Task: Predict the reactants needed to synthesize the given product. (1) Given the product [F:1][C:2]1[CH:7]=[CH:6][C:5]([O:8][CH3:9])=[C:4]2[C:3]=1[NH:10][C:11](=[O:12])[NH:13][C:14]12[CH2:19][CH2:18][CH2:17][CH2:16][CH2:15]1, predict the reactants needed to synthesize it. The reactants are: [F:1][C:2]1[CH:7]=[CH:6][C:5]([O:8][CH3:9])=[CH:4][C:3]=1[NH:10][C:11]([NH2:13])=[O:12].[C:14]1(=O)[CH2:19][CH2:18][CH2:17][CH2:16][CH2:15]1. (2) Given the product [CH3:18][N:14]1[CH2:13][C@@H:12]2[CH2:17][C@H:15]1[CH2:16][N:11]2[C:8]1[CH:7]=[C:3]2[C:2](=[CH:10][CH:9]=1)[N:1]=[CH:19][NH:6][C:4]2=[O:5], predict the reactants needed to synthesize it. The reactants are: [NH2:1][C:2]1[CH:10]=[CH:9][C:8]([N:11]2[CH2:16][C@@H:15]3[CH2:17][C@H:12]2[CH2:13][N:14]3[CH3:18])=[CH:7][C:3]=1[C:4]([NH2:6])=[O:5].[CH:19](OC)(OC)OC.C([O-])(=O)C.[NH4+]. (3) Given the product [F:35][C:36]1[CH:42]=[CH:41][C:39]([NH:40][CH2:33][CH2:32][N:29]2[C:9]3[N:10]=[C:11]([C:13]4[CH:14]=[CH:15][C:16]([NH:19][C:20]([NH:22][C:23]5[CH:24]=[CH:25][N:26]=[CH:27][CH:28]=5)=[O:21])=[CH:17][CH:18]=4)[N:12]=[C:7]([N:1]4[CH2:6][CH2:5][O:4][CH2:3][CH2:2]4)[C:8]=3[CH:31]=[CH:30]2)=[CH:38][CH:37]=1, predict the reactants needed to synthesize it. The reactants are: [N:1]1([C:7]2[C:8]3[CH:31]=[CH:30][N:29]([CH2:32][CH:33]=O)[C:9]=3[N:10]=[C:11]([C:13]3[CH:18]=[CH:17][C:16]([NH:19][C:20]([NH:22][C:23]4[CH:28]=[CH:27][N:26]=[CH:25][CH:24]=4)=[O:21])=[CH:15][CH:14]=3)[N:12]=2)[CH2:6][CH2:5][O:4][CH2:3][CH2:2]1.[F:35][C:36]1[CH:42]=[CH:41][C:39]([NH2:40])=[CH:38][CH:37]=1. (4) Given the product [Cl:1][C:2]1[N:10]=[C:9]2[C:5]([N:6]=[CH:7][NH:8]2)=[C:4]([N:20]2[C:21]3[C:17](=[CH:16][CH:15]=[C:14]([C:13]([F:12])([F:23])[F:24])[CH:22]=3)[CH2:18][CH2:19]2)[N:3]=1, predict the reactants needed to synthesize it. The reactants are: [Cl:1][C:2]1[N:10]=[C:9]2[C:5]([NH:6][CH:7]=[N:8]2)=[C:4](Cl)[N:3]=1.[F:12][C:13]([F:24])([F:23])[C:14]1[CH:22]=[C:21]2[C:17]([CH2:18][CH2:19][NH:20]2)=[CH:16][CH:15]=1.